From a dataset of Forward reaction prediction with 1.9M reactions from USPTO patents (1976-2016). Predict the product of the given reaction. (1) Given the reactants C[O:2][CH2:3][CH2:4][N:5]([CH2:26][CH2:27][O:28]C)[C:6](=[O:25])[C:7]1[CH:12]=[CH:11][C:10]([C:13]2[NH:14][C:15](=[O:24])[C:16]3[C:21]([CH:22]=2)=[C:20]([CH3:23])[CH:19]=[CH:18][CH:17]=3)=[CH:9][CH:8]=1.B(Br)(Br)Br, predict the reaction product. The product is: [OH:28][CH2:27][CH2:26][N:5]([CH2:4][CH2:3][OH:2])[C:6](=[O:25])[C:7]1[CH:12]=[CH:11][C:10]([C:13]2[NH:14][C:15](=[O:24])[C:16]3[C:21]([CH:22]=2)=[C:20]([CH3:23])[CH:19]=[CH:18][CH:17]=3)=[CH:9][CH:8]=1. (2) Given the reactants [Br:1][C:2]1[CH:19]=[CH:18][C:17]([O:20][CH2:21][C:22]2[CH:27]=[CH:26][C:25]([F:28])=[CH:24][CH:23]=2)=[CH:16][C:3]=1[C:4]([C:6](=[CH:12]N(C)C)[C:7]([O:9][CH2:10][CH3:11])=[O:8])=[O:5].[NH2:29][C@@H:30]([CH:33]([CH3:35])[CH3:34])[CH2:31][OH:32], predict the reaction product. The product is: [Br:1][C:2]1[CH:19]=[CH:18][C:17]([O:20][CH2:21][C:22]2[CH:27]=[CH:26][C:25]([F:28])=[CH:24][CH:23]=2)=[CH:16][C:3]=1[C:4]([C:6](=[CH:12][NH:29][C@@H:30]([CH:33]([CH3:35])[CH3:34])[CH2:31][OH:32])[C:7]([O:9][CH2:10][CH3:11])=[O:8])=[O:5].